This data is from Forward reaction prediction with 1.9M reactions from USPTO patents (1976-2016). The task is: Predict the product of the given reaction. (1) Given the reactants [F:1][C:2]([F:41])([F:40])[C:3]1[CH:4]=[C:5]([C:13]([CH3:39])([CH3:38])[C:14]([N:16]([CH3:37])[C:17]2[CH:18]=[N:19][C:20]([N:31]3[CH2:36][CH2:35]S[CH2:33][CH2:32]3)=[CH:21][C:22]=2[C:23]2[CH:28]=[CH:27][C:26]([F:29])=[CH:25][C:24]=2[CH3:30])=[O:15])[CH:6]=[C:7]([C:9]([F:12])([F:11])[F:10])[CH:8]=1.O[O:43][S:44]([O-:46])=O.[K+].S([O-])(O[O-])(=O)=O.[K+].[K+].S([O-])(O)=O.[Na+].C(=O)([O-])[O-].[Na+].[Na+], predict the reaction product. The product is: [F:12][C:9]([F:10])([F:11])[C:7]1[CH:6]=[C:5]([C:13]([CH3:39])([CH3:38])[C:14]([N:16]([C:17]2[CH:18]=[N:19][C:20]([N:31]3[CH2:32][CH2:33][S:44](=[O:46])(=[O:43])[CH2:35][CH2:36]3)=[CH:21][C:22]=2[C:23]2[CH:28]=[CH:27][C:26]([F:29])=[CH:25][C:24]=2[CH3:30])[CH3:37])=[O:15])[CH:4]=[C:3]([C:2]([F:40])([F:41])[F:1])[CH:8]=1. (2) Given the reactants [OH:1][C@@H:2]1[C@@H:7]([C:8]2[CH:13]=[CH:12][C:11]([C:14]([O:16][CH3:17])=O)=[CH:10][CH:9]=2)[C@H:6]([O:18][Si](C(C)C)(C(C)C)C(C)C)[CH2:5][N:4](C(OCC2C=CC=CC=2)=O)[CH2:3]1.Cl[CH2:40][C:41]1[CH:42]=[CH:43][C:44]2[O:49][CH2:48][C:47](=O)[N:46]([CH2:51][CH2:52][CH2:53][O:54][CH3:55])[C:45]=2[CH:56]=1, predict the reaction product. The product is: [CH2:48]([O:49][CH2:44][C@H:43]([CH3:42])[CH2:17][O:16][CH2:14][C:11]1[CH:10]=[CH:9][C:8]([C@@H:7]2[C@@H:6]([O:18][CH2:40][C:41]3[CH:42]=[CH:43][C:44]4[O:49][CH2:48][CH2:47][N:46]([CH2:51][CH2:52][CH2:53][O:54][CH3:55])[C:45]=4[CH:56]=3)[CH2:5][NH:4][CH2:3][C@H:2]2[OH:1])=[CH:13][CH:12]=1)[CH3:47].